Dataset: Forward reaction prediction with 1.9M reactions from USPTO patents (1976-2016). Task: Predict the product of the given reaction. (1) Given the reactants [H-].[Na+].[C:3]([O:7][C:8]([NH:10][C:11]1([CH2:16][CH2:17][CH2:18][C:19]2[CH:24]=[CH:23][C:22]([C:25]([C:27]3[N:35]4[C:30]([CH:31]=[C:32]([C:36]([O:38]C(C)C)=[O:37])[CH:33]=[CH:34]4)=[CH:29][C:28]=3[CH2:42][CH3:43])=[O:26])=[CH:21][CH:20]=2)[CH2:15][CH2:14][CH2:13][CH2:12]1)=[O:9])([CH3:6])([CH3:5])[CH3:4].I[CH3:45].[NH4+].[Cl-].[OH-].[Na+].Cl, predict the reaction product. The product is: [C:3]([O:7][C:8]([N:10]([CH3:45])[C:11]1([CH2:16][CH2:17][CH2:18][C:19]2[CH:20]=[CH:21][C:22]([C:25]([C:27]3[N:35]4[C:30]([CH:31]=[C:32]([C:36]([OH:38])=[O:37])[CH:33]=[CH:34]4)=[CH:29][C:28]=3[CH2:42][CH3:43])=[O:26])=[CH:23][CH:24]=2)[CH2:15][CH2:14][CH2:13][CH2:12]1)=[O:9])([CH3:4])([CH3:6])[CH3:5]. (2) Given the reactants C([O:8][C:9]1[CH:14]=[CH:13][CH:12]=[CH:11][C:10]=1[CH:15]([C:17]1[CH:22]=[CH:21][CH:20]=[C:19]([O:23][CH3:24])[CH:18]=1)O)C1C=CC=CC=1.Cl, predict the reaction product. The product is: [CH3:24][O:23][C:19]1[CH:18]=[C:17]([CH:22]=[CH:21][CH:20]=1)[CH2:15][C:10]1[CH:11]=[CH:12][CH:13]=[CH:14][C:9]=1[OH:8]. (3) Given the reactants Cl[C:2]1[N:7]=[C:6]([O:8][C:9]2[C:14]([CH3:15])=[CH:13][C:12]([CH3:16])=[CH:11][C:10]=2[CH3:17])[C:5]([C:18]([O:20][CH3:21])=[O:19])=[CH:4][CH:3]=1.[C:22]([NH2:26])([CH3:25])([CH3:24])[CH3:23], predict the reaction product. The product is: [C:22]([NH:26][C:2]1[N:7]=[C:6]([O:8][C:9]2[C:14]([CH3:15])=[CH:13][C:12]([CH3:16])=[CH:11][C:10]=2[CH3:17])[C:5]([C:18]([O:20][CH3:21])=[O:19])=[CH:4][CH:3]=1)([CH3:25])([CH3:24])[CH3:23]. (4) Given the reactants O[CH2:2][CH2:3][C:4]1[CH:5]=[CH:6][CH:7]=[C:8]2[C:12]=1[NH:11][CH:10]=[C:9]2[C:13](=[O:21])[CH2:14][C:15]1[CH:20]=[CH:19][CH:18]=[CH:17][CH:16]=1.[CH2:22]([N:24](CC)[CH2:25]C)C.S(Cl)(C)(=O)=O.CNC.C1COCC1, predict the reaction product. The product is: [CH3:22][N:24]([CH3:25])[CH2:2][CH2:3][C:4]1[CH:5]=[CH:6][CH:7]=[C:8]2[C:12]=1[NH:11][CH:10]=[C:9]2[C:13](=[O:21])[CH2:14][C:15]1[CH:20]=[CH:19][CH:18]=[CH:17][CH:16]=1. (5) Given the reactants N(C(OC(C)C)=O)=NC(OC(C)C)=O.[Br:15][C:16]1[CH:17]=[C:18]2[C:22](=[CH:23][CH:24]=1)[C:21](=[O:25])[N:20]([C@@H:26]([CH2:29][C:30]1[CH:35]=[CH:34][CH:33]=[C:32]([C:36]#[C:37][Si:38]([CH3:41])([CH3:40])[CH3:39])[CH:31]=1)[CH2:27]O)[CH2:19]2.[C:42]1(=[O:52])[NH:46][C:45](=[O:47])[C:44]2=[CH:48][CH:49]=[CH:50][CH:51]=[C:43]12.C1(P(C2C=CC=CC=2)C2C=CC=CC=2)C=CC=CC=1, predict the reaction product. The product is: [Br:15][C:16]1[CH:17]=[C:18]2[C:22](=[CH:23][CH:24]=1)[C:21](=[O:25])[N:20]([C@@H:26]([CH2:29][C:30]1[CH:35]=[CH:34][CH:33]=[C:32]([C:36]#[C:37][Si:38]([CH3:41])([CH3:40])[CH3:39])[CH:31]=1)[CH2:27][N:46]1[C:42](=[O:52])[C:43]3[C:44](=[CH:48][CH:49]=[CH:50][CH:51]=3)[C:45]1=[O:47])[CH2:19]2. (6) Given the reactants Cl[C:2]1[N:7]=[C:6]([C:8]2[S:12][C:11]([C:13]([CH3:16])([CH3:15])[CH3:14])=[N:10][C:9]=2[C:17]2[C:18]([F:35])=[C:19]([NH:23][S:24]([C:27]3[CH:32]=[C:31]([F:33])[CH:30]=[CH:29][C:28]=3[F:34])(=[O:26])=[O:25])[CH:20]=[CH:21][CH:22]=2)[CH:5]=[CH:4][N:3]=1.[NH3:36].CO, predict the reaction product. The product is: [NH2:36][C:2]1[N:7]=[C:6]([C:8]2[S:12][C:11]([C:13]([CH3:16])([CH3:15])[CH3:14])=[N:10][C:9]=2[C:17]2[C:18]([F:35])=[C:19]([NH:23][S:24]([C:27]3[CH:32]=[C:31]([F:33])[CH:30]=[CH:29][C:28]=3[F:34])(=[O:26])=[O:25])[CH:20]=[CH:21][CH:22]=2)[CH:5]=[CH:4][N:3]=1. (7) Given the reactants [CH:1]1([C:4]([OH:24])([CH3:23])[CH2:5][NH:6][C:7]([C:9]2[CH:14]=[N:13][C:12](Br)=[C:11]([C:16]3[CH:21]=[CH:20][C:19]([Cl:22])=[CH:18][CH:17]=3)[N:10]=2)=[O:8])[CH2:3][CH2:2]1.[CH:25]1([CH2:30][OH:31])[CH2:29][CH2:28][CH2:27][CH2:26]1, predict the reaction product. The product is: [CH:1]1([C:4]([OH:24])([CH3:23])[CH2:5][NH:6][C:7]([C:9]2[CH:14]=[N:13][C:12]([O:31][CH2:30][CH:25]3[CH2:29][CH2:28][CH2:27][CH2:26]3)=[C:11]([C:16]3[CH:21]=[CH:20][C:19]([Cl:22])=[CH:18][CH:17]=3)[N:10]=2)=[O:8])[CH2:3][CH2:2]1. (8) Given the reactants NC(N)=O.[CH3:5][O:6][CH2:7][CH2:8][N:9]([CH2:22][CH2:23][O:24][CH3:25])[S:10]([C:13]1[C:18]([Cl:19])=[CH:17][CH:16]=[C:15]([NH2:20])[C:14]=1[OH:21])(=[O:12])=[O:11].[Cl:26][C:27]1[C:32]([Cl:33])=[CH:31][CH:30]=[CH:29][C:28]=1[N:34]=[C:35]=[O:36], predict the reaction product. The product is: [Cl:19][C:18]1[CH:17]=[CH:16][C:15]([NH:20][C:35]([NH:34][C:28]2[CH:29]=[CH:30][CH:31]=[C:32]([Cl:33])[C:27]=2[Cl:26])=[O:36])=[C:14]([OH:21])[C:13]=1[S:10]([N:9]([CH2:8][CH2:7][O:6][CH3:5])[CH2:22][CH2:23][O:24][CH3:25])(=[O:11])=[O:12]. (9) Given the reactants Br[C:2]1[C:3]([CH3:11])=[C:4]([C:7]([F:10])=[CH:8][CH:9]=1)[C:5]#[N:6].[CH2:12]([Sn](CCCC)(CCCC)C=C)[CH2:13]CC.[Li+].[Cl-], predict the reaction product. The product is: [CH:12]([C:2]1[C:3]([CH3:11])=[C:4]([C:7]([F:10])=[CH:8][CH:9]=1)[C:5]#[N:6])=[CH2:13].